From a dataset of Forward reaction prediction with 1.9M reactions from USPTO patents (1976-2016). Predict the product of the given reaction. (1) Given the reactants C1(P(C2C=CC=CC=2)C2C=CC=CC=2)C=CC=CC=1.N(C(OCC)=O)=NC(OCC)=O.O[C@H:33]1[CH2:41][N:40]2[C@H:35]([CH2:36][C:37]([O:44][CH3:45])([O:42][CH3:43])[CH2:38][CH2:39]2)[CH2:34]1.[Br-:46].[Li+], predict the reaction product. The product is: [Br:46][C@@H:33]1[CH2:41][N:40]2[C@@H:35]([CH2:36][C:37]([O:44][CH3:45])([O:42][CH3:43])[CH2:38][CH2:39]2)[CH2:34]1. (2) Given the reactants [CH3:1][CH:2]1[O:7][CH:6](O)[CH2:5][CH2:4][CH2:3]1.[CH3:9][NH2:10].Cl.[C-:12]#[N:13].[Na+], predict the reaction product. The product is: [OH:7][CH:2]([CH3:1])[CH2:3][CH2:4][CH2:5][CH:6]([NH:13][CH3:12])[C:9]#[N:10]. (3) Given the reactants [Cl:1][C:2]1[C:3]([F:31])=[C:4]([NH:8][CH:9]([C:11]2[CH:12]=[C:13]([C:28](O)=[O:29])[CH:14]=[C:15]3[C:20]=2[O:19][C:18]([N:21]2[CH2:26][CH2:25][O:24][CH2:23][CH2:22]2)=[CH:17][C:16]3=[O:27])[CH3:10])[CH:5]=[CH:6][CH:7]=1.CN1CCOCC1.[CH3:39][N:40]([CH3:44])[CH2:41][CH2:42][NH2:43], predict the reaction product. The product is: [Cl:1][C:2]1[C:3]([F:31])=[C:4]([NH:8][CH:9]([C:11]2[CH:12]=[C:13]([C:28]([NH:43][CH2:42][CH2:41][N:40]([CH3:44])[CH3:39])=[O:29])[CH:14]=[C:15]3[C:20]=2[O:19][C:18]([N:21]2[CH2:26][CH2:25][O:24][CH2:23][CH2:22]2)=[CH:17][C:16]3=[O:27])[CH3:10])[CH:5]=[CH:6][CH:7]=1. (4) The product is: [Cl:21][C:15]1[CH:14]=[C:13]([CH2:12][N:1]2[CH:5]=[CH:4][C:3]([C:6]([O:8][CH2:9][CH3:10])=[O:7])=[N:2]2)[CH:20]=[CH:19][C:16]=1[C:17]#[N:18]. Given the reactants [NH:1]1[CH:5]=[CH:4][C:3]([C:6]([O:8][CH2:9][CH3:10])=[O:7])=[N:2]1.Br[CH2:12][C:13]1[CH:20]=[CH:19][C:16]([C:17]#[N:18])=[C:15]([Cl:21])[CH:14]=1.CC(C)([O-])C.[K+], predict the reaction product. (5) Given the reactants [Br:1][C:2]1[CH:3]=[N:4][C:5]2[C:10]([CH:11]=1)=[CH:9][C:8]([CH2:12][C:13]1[N:14]([NH2:19])[C:15]([NH2:18])=[N:16][N:17]=1)=[CH:7][CH:6]=2.[CH:20]([CH:22]=O)=O.C(O)(=O)C, predict the reaction product. The product is: [Br:1][C:2]1[CH:3]=[N:4][C:5]2[C:10]([CH:11]=1)=[CH:9][C:8]([CH2:12][C:13]1[N:14]3[N:19]=[CH:20][CH:22]=[N:18][C:15]3=[N:16][N:17]=1)=[CH:7][CH:6]=2.